From a dataset of Catalyst prediction with 721,799 reactions and 888 catalyst types from USPTO. Predict which catalyst facilitates the given reaction. (1) Reactant: [NH2:1][C:2]1[CH:10]=[CH:9][C:8]([Br:11])=[CH:7][C:3]=1[C:4](O)=[O:5].Cl.[N:13]([O-])=O.[Na+].[O-]S([O-])=O.[Na+].[Na+]. Product: [Br:11][C:8]1[CH:7]=[C:3]2[C:2](=[CH:10][CH:9]=1)[NH:1][N:13]=[C:4]2[OH:5]. The catalyst class is: 6. (2) Reactant: [Br:1][C:2]1[CH:3]=[C:4]2[C:15]([CH2:17][C:18]([F:23])([F:22])[C:19]([NH2:21])=[O:20])(O)[C:14]3[C:9](=[CH:10][CH:11]=[C:12]([O:24][CH3:25])[CH:13]=3)[O:8][C:5]2=[N:6][CH:7]=1.C([O-])(=O)C.[NH4+]. Product: [Br:1][C:2]1[CH:3]=[C:4]2[C:15]3([CH2:17][C:18]([F:23])([F:22])[C:19](=[O:20])[NH:21]3)[C:14]3[C:9](=[CH:10][CH:11]=[C:12]([O:24][CH3:25])[CH:13]=3)[O:8][C:5]2=[N:6][CH:7]=1. The catalyst class is: 41. (3) Reactant: [F:1][C:2]([F:11])([F:10])[C:3]1[CH:4]=[C:5]([OH:9])[CH:6]=[CH:7][CH:8]=1.[H-].[Na+].Cl[C:15]1[C:20]([Cl:21])=[CH:19][C:18]([N+:22]([O-:24])=[O:23])=[CH:17][N:16]=1.O. Product: [Cl:21][C:20]1[C:15]([O:9][C:5]2[CH:6]=[CH:7][CH:8]=[C:3]([C:2]([F:10])([F:11])[F:1])[CH:4]=2)=[N:16][CH:17]=[C:18]([N+:22]([O-:24])=[O:23])[CH:19]=1. The catalyst class is: 7. (4) Reactant: [ClH:1].[NH2:2][CH2:3][CH2:4][C:5]1[C:13]2[S:12][C:11](=[O:14])[NH:10][C:9]=2[C:8]([OH:15])=[CH:7][CH:6]=1.C(O[CH2:25][CH2:26][S:27]([CH2:30][CH2:31][CH2:32][O:33][CH2:34][CH2:35][C:36]1[CH:41]=[CH:40][CH:39]=[CH:38][CH:37]=1)(=[O:29])=[O:28])(=O)C1C=CC=CC=1.C(N(CC)CC)C.Cl. Product: [ClH:1].[OH:15][C:8]1[C:9]2[NH:10][C:11](=[O:14])[S:12][C:13]=2[C:5]([CH2:4][CH2:3][NH:2][CH2:25][CH2:26][S:27]([CH2:30][CH2:31][CH2:32][O:33][CH2:34][CH2:35][C:36]2[CH:37]=[CH:38][CH:39]=[CH:40][CH:41]=2)(=[O:29])=[O:28])=[CH:6][CH:7]=1. The catalyst class is: 5. (5) The catalyst class is: 725. Product: [NH2:1][C:2]1[S:3][C:4]2[CH:10]=[C:9]([CH:11]=[O:12])[CH:8]=[CH:7][C:5]=2[N:6]=1. Reactant: [NH2:1][C:2]1[S:3][C:4]2[CH:10]=[C:9]([CH2:11][OH:12])[CH:8]=[CH:7][C:5]=2[N:6]=1. (6) Reactant: [F:1][C:2]1[CH:3]=[C:4]2[C:24](=[O:25])[N:22]([CH:23]=1)[CH2:21][C@@H:20](O)[CH2:19][NH:18][C:17](=[O:27])[C:16]1=[C:28]3[N:29]=[C:10]([CH:11]=[CH:12][N:13]3[N:14]=[CH:15]1)[N:9]1[C@@H:5]2[CH2:6][CH2:7][CH2:8]1.COCCN(S(F)(F)[F:40])CCOC.C(O)C.C([O-])(O)=O.[Na+]. Product: [F:1][C:2]1[CH:3]=[C:4]2[C:24](=[O:25])[N:22]([CH:23]=1)[CH2:21][C@H:20]([F:40])[CH2:19][NH:18][C:17](=[O:27])[C:16]1=[C:28]3[N:29]=[C:10]([CH:11]=[CH:12][N:13]3[N:14]=[CH:15]1)[N:9]1[C@@H:5]2[CH2:6][CH2:7][CH2:8]1. The catalyst class is: 549. (7) Product: [CH3:21][O:22]/[N:23]=[C:24](/[C:35]1[CH:40]=[CH:39][CH:38]=[CH:37][CH:36]=1)\[CH2:25][O:26][C:27]1[CH:32]=[CH:31][C:30]([CH2:33][O:1][C:2]2[CH:3]=[CH:4][C:5]([CH:8]([C:15]3[CH:16]=[CH:17][CH:18]=[CH:19][CH:20]=3)[CH2:9][C:10]([O:12][CH2:13][CH3:14])=[O:11])=[CH:6][CH:7]=2)=[CH:29][CH:28]=1. Reactant: [OH:1][C:2]1[CH:7]=[CH:6][C:5]([CH:8]([C:15]2[CH:20]=[CH:19][CH:18]=[CH:17][CH:16]=2)[CH2:9][C:10]([O:12][CH2:13][CH3:14])=[O:11])=[CH:4][CH:3]=1.[CH3:21][O:22]/[N:23]=[C:24](/[C:35]1[CH:40]=[CH:39][CH:38]=[CH:37][CH:36]=1)\[CH2:25][O:26][C:27]1[CH:32]=[CH:31][C:30]([CH2:33]O)=[CH:29][CH:28]=1.C1(P(C2C=CC=CC=2)C2C=CC=CC=2)C=CC=CC=1.CC(OC(/N=N/C(OC(C)C)=O)=O)C. The catalyst class is: 56.